This data is from Reaction yield outcomes from USPTO patents with 853,638 reactions. The task is: Predict the reaction yield, written as a fraction of the theoretical maximum amount of product (1.0 means a 100% yield; for example, 0.34 means a 34% yield). The reactants are P(Cl)(Cl)([Cl:3])=O.[CH3:6][C:7]1[C:8]([N+:18]([O-:20])=[O:19])=[C:9]2[C:14](=[CH:15][CH:16]=1)[CH:13]=[N+:12]([O-])[CH:11]=[CH:10]2. The catalyst is ClCCCl. The product is [Cl:3][C:13]1[C:14]2[C:9](=[C:8]([N+:18]([O-:20])=[O:19])[C:7]([CH3:6])=[CH:16][CH:15]=2)[CH:10]=[CH:11][N:12]=1. The yield is 0.860.